From a dataset of Catalyst prediction with 721,799 reactions and 888 catalyst types from USPTO. Predict which catalyst facilitates the given reaction. (1) Reactant: [C:1]([O:5][C:6]([N:8]1[CH2:14][C:13]2[CH:15]=[CH:16][CH:17]=[CH:18][C:12]=2[NH:11][C:10](=O)[CH2:9]1)=[O:7])([CH3:4])([CH3:3])[CH3:2].CC(C)([O-])C.[K+].C(OP(Cl)(OCC)=O)C.[N+:35]([CH2:37][C:38]([O:40][CH2:41][CH3:42])=[O:39])#[C-:36]. Product: [CH2:41]([O:40][C:38]([C:37]1[N:35]=[CH:36][N:11]2[C:10]=1[CH2:9][N:8]([C:6]([O:5][C:1]([CH3:4])([CH3:3])[CH3:2])=[O:7])[CH2:14][C:13]1[CH:15]=[CH:16][CH:17]=[CH:18][C:12]2=1)=[O:39])[CH3:42]. The catalyst class is: 1. (2) Reactant: C([O:8][C:9]1[CH:10]=[C:11]2[C:16](=[CH:17][CH:18]=1)[N:15]1[CH:19]=[N:20][C:21](/[CH:22]=[C:23]3/[C:24](=[O:36])[N:25]([C:29]([O:31][C:32]([CH3:35])([CH3:34])[CH3:33])=[O:30])[CH2:26][CH2:27][CH2:28]/3)=[C:14]1[CH2:13][CH2:12]2)C1C=CC=CC=1. The catalyst class is: 541. Product: [OH:8][C:9]1[CH:10]=[C:11]2[C:16](=[CH:17][CH:18]=1)[N:15]1[CH:19]=[N:20][C:21]([CH2:22][CH:23]3[CH2:28][CH2:27][CH2:26][N:25]([C:29]([O:31][C:32]([CH3:34])([CH3:33])[CH3:35])=[O:30])[C:24]3=[O:36])=[C:14]1[CH2:13][CH2:12]2. (3) Reactant: [CH3:1][O:2][C:3]1[CH:4]=[C:5]([CH:22]=[CH:23][C:24]=1[O:25][CH3:26])[CH2:6][CH:7]1[C:13]2[CH:14]=[C:15]([O:20][CH3:21])[C:16]([O:18][CH3:19])=[CH:17][C:12]=2[CH2:11][CH2:10][CH2:9][NH:8]1.Br[CH:28]([C:33]1[CH:38]=[CH:37][CH:36]=[CH:35][CH:34]=1)[C:29]([O:31][CH3:32])=[O:30].CCOC(C)=O.CCCCCC. Product: [CH3:32][O:31][C:29](=[O:30])[CH:28]([N:8]1[CH2:9][CH2:10][CH2:11][C:12]2[CH:17]=[C:16]([O:18][CH3:19])[C:15]([O:20][CH3:21])=[CH:14][C:13]=2[CH:7]1[CH2:6][C:5]1[CH:22]=[CH:23][C:24]([O:25][CH3:26])=[C:3]([O:2][CH3:1])[CH:4]=1)[C:33]1[CH:34]=[CH:35][CH:36]=[CH:37][CH:38]=1. The catalyst class is: 308. (4) Product: [CH3:19][N:20]1[C:24]([CH:25]([C:9]2[CH:14]=[CH:13][N:12]=[C:11]([C:15]([F:18])([F:17])[F:16])[CH:10]=2)[OH:26])=[CH:23][N:22]=[CH:21]1. The catalyst class is: 1. Reactant: C([Mg]Cl)(C)C.[Cl-].[Li+].Br[C:9]1[CH:14]=[CH:13][N:12]=[C:11]([C:15]([F:18])([F:17])[F:16])[CH:10]=1.[CH3:19][N:20]1[C:24]([CH:25]=[O:26])=[CH:23][N:22]=[CH:21]1. (5) Reactant: [CH3:1][O:2][C:3]1[CH:4]=[C:5]([CH:19]=[CH:20][CH:21]=1)[CH2:6][NH:7][C:8]([C:10]1[N:15]=[CH:14][N:13]=[C:12]([C:16]([OH:18])=O)[CH:11]=1)=[O:9].[NH2:22][CH2:23][C:24]1[CH:33]=[CH:32][C:27]([C:28]([O:30][CH3:31])=[O:29])=[CH:26][CH:25]=1.ON1C2N=CC=CC=2N=N1.CN1CCOCC1. Product: [CH3:31][O:30][C:28](=[O:29])[C:27]1[CH:32]=[CH:33][C:24]([CH2:23][NH:22][C:16]([C:12]2[CH:11]=[C:10]([C:8](=[O:9])[NH:7][CH2:6][C:5]3[CH:19]=[CH:20][CH:21]=[C:3]([O:2][CH3:1])[CH:4]=3)[N:15]=[CH:14][N:13]=2)=[O:18])=[CH:25][CH:26]=1. The catalyst class is: 9. (6) Reactant: [CH3:1][N:2]1[C:10]2[C:9]([O:11][C:12]3[CH:18]=[CH:17][C:15]([NH2:16])=[CH:14][CH:13]=3)=[N:8][CH:7]=[N:6][C:5]=2[CH:4]=[CH:3]1.[CH3:19][N:20](C)[CH:21]=[O:22].O1CCCC1.CN. Product: [CH3:19][NH:20][C:21]([NH:16][C:15]1[CH:17]=[CH:18][C:12]([O:11][C:9]2[C:10]3[N:2]([CH3:1])[CH:3]=[CH:4][C:5]=3[N:6]=[CH:7][N:8]=2)=[CH:13][CH:14]=1)=[O:22]. The catalyst class is: 6. (7) Reactant: [Cl:1][C:2]1[CH:3]=[C:4]([OH:9])[CH:5]=[C:6]([F:8])[CH:7]=1.[OH-:10].[K+].[CH2:12]=O.Cl. Product: [Cl:1][C:2]1[CH:3]=[C:4]([OH:9])[CH:5]=[C:6]([F:8])[C:7]=1[CH2:12][OH:10]. The catalyst class is: 6. (8) Reactant: [Br:1][C:2]1[CH:3]=[C:4]2[C:8](=[CH:9][CH:10]=1)[NH:7][N:6]=[C:5]2[CH3:11].Br[CH2:13][CH2:14][O:15][Si:16]([C:19]([CH3:22])([CH3:21])[CH3:20])([CH3:18])[CH3:17].[H-].[Na+].O. Product: [Br:1][C:2]1[CH:10]=[CH:9][C:8]2[C:4](=[C:5]([CH3:11])[N:6]([CH2:13][CH2:14][O:15][Si:16]([C:19]([CH3:22])([CH3:21])[CH3:20])([CH3:18])[CH3:17])[N:7]=2)[CH:3]=1. The catalyst class is: 9.